This data is from NCI-60 drug combinations with 297,098 pairs across 59 cell lines. The task is: Regression. Given two drug SMILES strings and cell line genomic features, predict the synergy score measuring deviation from expected non-interaction effect. (1) Drug 1: CC12CCC3C(C1CCC2O)C(CC4=C3C=CC(=C4)O)CCCCCCCCCS(=O)CCCC(C(F)(F)F)(F)F. Drug 2: C1C(C(OC1N2C=NC(=NC2=O)N)CO)O. Cell line: OVCAR3. Synergy scores: CSS=-17.4, Synergy_ZIP=4.04, Synergy_Bliss=-2.35, Synergy_Loewe=-36.1, Synergy_HSA=-26.1. (2) Drug 1: C1CC(C1)(C(=O)O)C(=O)O.[NH2-].[NH2-].[Pt+2]. Drug 2: CCC1(C2=C(COC1=O)C(=O)N3CC4=CC5=C(C=CC(=C5CN(C)C)O)N=C4C3=C2)O.Cl. Cell line: SNB-19. Synergy scores: CSS=49.8, Synergy_ZIP=-1.10, Synergy_Bliss=1.08, Synergy_Loewe=-17.9, Synergy_HSA=1.58. (3) Drug 1: C(=O)(N)NO. Drug 2: COCCOC1=C(C=C2C(=C1)C(=NC=N2)NC3=CC=CC(=C3)C#C)OCCOC.Cl. Cell line: LOX IMVI. Synergy scores: CSS=0.696, Synergy_ZIP=4.13, Synergy_Bliss=-4.01, Synergy_Loewe=-4.92, Synergy_HSA=-6.79. (4) Drug 1: C1=NC2=C(N=C(N=C2N1C3C(C(C(O3)CO)O)F)Cl)N. Drug 2: CCN(CC)CCCC(C)NC1=C2C=C(C=CC2=NC3=C1C=CC(=C3)Cl)OC. Cell line: EKVX. Synergy scores: CSS=16.8, Synergy_ZIP=-3.91, Synergy_Bliss=-0.342, Synergy_Loewe=-3.60, Synergy_HSA=-3.47. (5) Drug 1: C1=NC(=NC(=O)N1C2C(C(C(O2)CO)O)O)N. Drug 2: C(CC(=O)O)C(=O)CN.Cl. Cell line: OVCAR3. Synergy scores: CSS=24.6, Synergy_ZIP=-7.13, Synergy_Bliss=-4.00, Synergy_Loewe=-7.21, Synergy_HSA=-0.682.